This data is from Retrosynthesis with 50K atom-mapped reactions and 10 reaction types from USPTO. The task is: Predict the reactants needed to synthesize the given product. (1) Given the product NN=C[C@@H](O)[C@H](O)[C@H](O)CO, predict the reactants needed to synthesize it. The reactants are: NN.O=C[C@@H](O)[C@H](O)[C@H](O)CO. (2) Given the product CC(=O)C1(c2cnc(C)nc2)CCOCC1, predict the reactants needed to synthesize it. The reactants are: CON(C)C(=O)C1(c2cnc(C)nc2)CCOCC1. (3) Given the product O=C(O)c1ncn2c1[C@@H]1CCN1C(=O)c1sccc1-2, predict the reactants needed to synthesize it. The reactants are: CCOC(=O)c1ncn2c1[C@@H]1CCN1C(=O)c1sccc1-2. (4) Given the product C[C@@H](c1ccccc1)N1CC(C(=NO)c2ccccc2F)CC1=O, predict the reactants needed to synthesize it. The reactants are: C[C@@H](c1ccccc1)N1CC(C(=O)c2ccccc2F)CC1=O.NO. (5) Given the product C=CC(CCCc1c(N)nc(N)nc1O)c1ccc(C(=O)N[C@@H](CCC(=O)OC)C(=O)OC)cc1, predict the reactants needed to synthesize it. The reactants are: C=CC(CCCc1c(N)nc(N)nc1O)c1ccc(C(=O)O)cc1.COC(=O)CC[C@H](N)C(=O)OC. (6) Given the product CCN1C(=O)CC(c2cccc(Cl)c2)C2(C(=O)N(C(=O)OC(C)(C)C)c3cc(Cl)ccc32)C1c1ccccc1C, predict the reactants needed to synthesize it. The reactants are: CCI.Cc1ccccc1C1NC(=O)CC(c2cccc(Cl)c2)C12C(=O)N(C(=O)OC(C)(C)C)c1cc(Cl)ccc12.